This data is from Reaction yield outcomes from USPTO patents with 853,638 reactions. The task is: Predict the reaction yield, written as a fraction of the theoretical maximum amount of product (1.0 means a 100% yield; for example, 0.34 means a 34% yield). (1) The reactants are ClC(Cl)C.CN([CH:8]=[O:9])C.P(Cl)(Cl)(Cl)=O.[CH:15]1[C:16]([C:24]([O:26][CH3:27])=[O:25])=[CH:17][N:18]2[C:23]=1[CH2:22][CH2:21][CH2:20][CH2:19]2. The catalyst is C(#N)C. The product is [CH:8]([C:17]1[N:18]2[C:23]([CH2:22][CH2:21][CH2:20][CH2:19]2)=[CH:15][C:16]=1[C:24]([O:26][CH3:27])=[O:25])=[O:9]. The yield is 0.580. (2) The reactants are [N:1]1([C:5](=O)[CH2:6][O:7][C:8]2[CH:13]=[CH:12][C:11]([N+:14]([O-:16])=[O:15])=[CH:10][C:9]=2[O:17][CH3:18])[CH2:4][CH2:3][CH2:2]1.B. The catalyst is C1COCC1. The product is [CH3:18][O:17][C:9]1[CH:10]=[C:11]([N+:14]([O-:16])=[O:15])[CH:12]=[CH:13][C:8]=1[O:7][CH2:6][CH2:5][N:1]1[CH2:4][CH2:3][CH2:2]1. The yield is 0.380. (3) The reactants are [CH2:1]([OH:6])[CH2:2][CH2:3][CH2:4][OH:5].[H-].[Na+].[CH2:9]([O:11][CH:12]([O:15][CH2:16][CH3:17])[CH2:13]Br)[CH3:10]. The catalyst is CN(C)C=O. The product is [CH2:9]([O:11][CH:12]([O:15][CH2:16][CH3:17])[CH2:13][O:5][CH2:4][CH2:3][CH2:2][CH2:1][OH:6])[CH3:10]. The yield is 0.410. (4) The reactants are [Cl:1][C:2]1[CH:3]=[C:4]2[C:9](=[CH:10][CH:11]=1)[N:8]=[C:7]([NH:12][C:13](=[O:17])OCC)[C:6]([O:18][CH3:19])=[N:5]2.[Cl:20][C:21]1[CH:26]=[CH:25][CH:24]=[CH:23][C:22]=1[N:27]1[CH2:32][CH2:31][NH:30][CH2:29][CH2:28]1. No catalyst specified. The product is [Cl:1][C:2]1[CH:3]=[C:4]2[C:9](=[CH:10][CH:11]=1)[N:8]=[C:7]([NH:12][C:13]([N:30]1[CH2:29][CH2:28][N:27]([C:22]3[CH:23]=[CH:24][CH:25]=[CH:26][C:21]=3[Cl:20])[CH2:32][CH2:31]1)=[O:17])[C:6]([O:18][CH3:19])=[N:5]2. The yield is 0.910. (5) The reactants are Cl[C:2]1[N:7]=[CH:6][C:5]([C:8]([N:10]2[CH2:15][CH2:14][CH2:13][CH2:12][CH2:11]2)=[O:9])=[CH:4][CH:3]=1.[NH2:16][C:17]1[CH:22]=[CH:21][C:20]([Cl:23])=[CH:19][N:18]=1.CC([O-])(C)C.[K+].CC(OC)(C)C. The catalyst is C1(C)C=CC=CC=1.C([O-])(=O)C.[Pd+2].C([O-])(=O)C.C1C=CC(P(C2C(C3C(P(C4C=CC=CC=4)C4C=CC=CC=4)=CC=C4C=3C=CC=C4)=C3C(C=CC=C3)=CC=2)C2C=CC=CC=2)=CC=1. The product is [Cl:23][C:20]1[CH:21]=[CH:22][C:17]([NH:16][C:2]2[N:7]=[CH:6][C:5]([C:8]([N:10]3[CH2:15][CH2:14][CH2:13][CH2:12][CH2:11]3)=[O:9])=[CH:4][CH:3]=2)=[N:18][CH:19]=1. The yield is 0.620. (6) The reactants are [F:1][C:2]1[CH:3]=[C:4]([NH2:11])[C:5](=[CH:9][CH:10]=1)[C:6]([OH:8])=[O:7].Cl[C:13](Cl)([O:15]C(=O)OC(Cl)(Cl)Cl)Cl.C(=O)([O-])O.[Na+]. The catalyst is O1CCCC1. The product is [F:1][C:2]1[CH:10]=[CH:9][C:5]2[C:6](=[O:8])[O:7][C:13](=[O:15])[NH:11][C:4]=2[CH:3]=1. The yield is 0.780. (7) The reactants are [N+:1]([C:4]1[CH:12]=[CH:11][C:7]([C:8](Cl)=O)=[CH:6][CH:5]=1)([O-:3])=[O:2].[NH2:13][C:14]1[CH:19]=[CH:18][CH:17]=[CH:16][C:15]=1[SH:20]. The catalyst is C1C=CC=CC=1. The product is [N+:1]([C:4]1[CH:12]=[CH:11][C:7]([C:8]2[S:20][C:15]3[CH:16]=[CH:17][CH:18]=[CH:19][C:14]=3[N:13]=2)=[CH:6][CH:5]=1)([O-:3])=[O:2]. The yield is 0.732. (8) The reactants are [I:1][C:2]1[C:6]([C:7]([O:9][CH2:10][CH3:11])=[O:8])=[C:5]([C:12]([O:14][CH2:15][CH3:16])=[O:13])[NH:4][N:3]=1.C1(P(C2C=CC=CC=2)C2C=CC=CC=2)C=CC=CC=1.CC(OC(/N=N/C(OC(C)C)=O)=O)C.[C:50]([O:54][C:55](=[O:60])[NH:56][CH2:57][CH2:58]O)([CH3:53])([CH3:52])[CH3:51]. The catalyst is C1COCC1. The product is [C:50]([O:54][C:55]([NH:56][CH2:57][CH2:58][N:4]1[C:5]([C:12]([O:14][CH2:15][CH3:16])=[O:13])=[C:6]([C:7]([O:9][CH2:10][CH3:11])=[O:8])[C:2]([I:1])=[N:3]1)=[O:60])([CH3:53])([CH3:52])[CH3:51]. The yield is 0.570. (9) The reactants are C(N(C(C)C)CC)(C)C.Cl.[CH3:11][O:12][C:13](=[O:25])[C@H:14]([CH2:16][NH:17][C:18]([C:20]1[S:21][CH:22]=[CH:23][CH:24]=1)=[O:19])[NH2:15].[Cl:26][C:27]1[CH:35]=[C:34]([C:36]([NH:38][CH2:39][C:40]2[CH:48]=[CH:47][CH:46]=[C:45]3[C:41]=2[CH:42]=[N:43][N:44]3[CH:49]2[CH2:54][CH2:53][CH2:52][CH2:51][O:50]2)=[O:37])[CH:33]=[CH:32][C:28]=1[C:29](O)=[O:30].CN(C(ON1N=NC2C=CC=CC1=2)=[N+](C)C)C.F[P-](F)(F)(F)(F)F.C1C=CC2N(O)N=NC=2C=1. The yield is 1.02. The product is [Cl:26][C:27]1[CH:35]=[C:34]([C:36]([NH:38][CH2:39][C:40]2[CH:48]=[CH:47][CH:46]=[C:45]3[C:41]=2[CH:42]=[N:43][N:44]3[CH:49]2[CH2:54][CH2:53][CH2:52][CH2:51][O:50]2)=[O:37])[CH:33]=[CH:32][C:28]=1[C:29]([NH:15][C@H:14]([C:13]([O:12][CH3:11])=[O:25])[CH2:16][NH:17][C:18]([C:20]1[S:21][CH:22]=[CH:23][CH:24]=1)=[O:19])=[O:30]. The catalyst is CN(C=O)C.